Dataset: Full USPTO retrosynthesis dataset with 1.9M reactions from patents (1976-2016). Task: Predict the reactants needed to synthesize the given product. (1) Given the product [CH2:16]([N:12]1[CH2:13][CH2:14][CH2:15][C@H:11]1[C:9]([OH:10])=[O:8])[CH2:17][CH3:18], predict the reactants needed to synthesize it. The reactants are: C([O:8][C:9]([CH:11]1[CH2:15][CH2:14][CH2:13][N:12]1[CH2:16][CH2:17][CH3:18])=[O:10])C1C=CC=CC=1. (2) Given the product [CH3:14][O:15][CH2:16][C:17](=[O:30])[CH2:18][C:19]1[N:23]([C:24]2[CH:25]=[CH:26][CH:27]=[CH:28][CH:29]=2)[N:22]=[CH:21][CH:20]=1, predict the reactants needed to synthesize it. The reactants are: FC(F)(F)C(OC(=O)C(F)(F)F)=O.[CH3:14][O:15][CH2:16][CH:17]([OH:30])[CH2:18][C:19]1[N:23]([C:24]2[CH:29]=[CH:28][CH:27]=[CH:26][CH:25]=2)[N:22]=[CH:21][CH:20]=1.C(=O)([O-])[O-].[Na+].[Na+]. (3) Given the product [CH3:21][N:18]1[C:6]2=[CH:7][CH:8]=[C:9]3[C:4]([N:3]=[C:2]([C:28]4[CH:29]=[C:24]([CH:25]=[CH:26][CH:27]=4)[CH:22]=[O:23])[N:11]=[C:10]3[N:12]3[CH2:17][CH2:16][O:15][CH2:14][CH2:13]3)=[C:5]2[CH:20]=[CH:19]1, predict the reactants needed to synthesize it. The reactants are: Cl[C:2]1[N:11]=[C:10]([N:12]2[CH2:17][CH2:16][O:15][CH2:14][CH2:13]2)[C:9]2[C:4](=[C:5]3[CH:20]=[CH:19][N:18]([CH3:21])[C:6]3=[CH:7][CH:8]=2)[N:3]=1.[CH:22]([C:24]1[CH:25]=[C:26](B(O)O)[CH:27]=[CH:28][CH:29]=1)=[O:23].C([O-])([O-])=O.[Na+].[Na+]. (4) The reactants are: [CH2:1]([O:8][C:9]1[CH:16]=[CH:15][C:12]([CH:13]=[O:14])=[C:11]([CH3:17])[CH:10]=1)[C:2]1[CH:7]=[CH:6][CH:5]=[CH:4][CH:3]=1.P([O-])(O)(O)=[O:19].[Na+].S(=O)(=O)(O)N.Cl([O-])=O.[Na+].S([O-])([O-])=O.[Na+].[Na+].Cl. Given the product [CH2:1]([O:8][C:9]1[CH:16]=[CH:15][C:12]([C:13]([OH:19])=[O:14])=[C:11]([CH3:17])[CH:10]=1)[C:2]1[CH:3]=[CH:4][CH:5]=[CH:6][CH:7]=1, predict the reactants needed to synthesize it.